Dataset: Catalyst prediction with 721,799 reactions and 888 catalyst types from USPTO. Task: Predict which catalyst facilitates the given reaction. (1) Reactant: [Cl:1][C:2]1[CH:3]=[C:4]2[C:8](=[CH:9][CH:10]=1)[N:7]([CH2:11][C:12]([O:14]C)=[O:13])[C:6]([CH3:16])=[C:5]2[CH2:17][C:18]1[CH:23]=[CH:22][C:21](=[O:24])[N:20]([CH2:25][C:26]2[CH:31]=[CH:30][CH:29]=[C:28]([F:32])[CH:27]=2)[CH:19]=1.O.[OH-].[Li+]. Product: [Cl:1][C:2]1[CH:3]=[C:4]2[C:8](=[CH:9][CH:10]=1)[N:7]([CH2:11][C:12]([OH:14])=[O:13])[C:6]([CH3:16])=[C:5]2[CH2:17][C:18]1[CH:23]=[CH:22][C:21](=[O:24])[N:20]([CH2:25][C:26]2[CH:31]=[CH:30][CH:29]=[C:28]([F:32])[CH:27]=2)[CH:19]=1. The catalyst class is: 14. (2) Reactant: [NH2:1][C:2]1[CH:3]=[C:4]([C:8]2[C:9]([CH3:16])([CH3:15])[CH2:10][C:11](=[O:14])[NH:12][N:13]=2)[CH:5]=[CH:6][CH:7]=1.[F:17][C:18]1[CH:23]=[C:22]([F:24])[CH:21]=[CH:20][C:19]=1[N:25]=[C:26]=[O:27].[N-]=C=O. Product: [F:17][C:18]1[CH:23]=[C:22]([F:24])[CH:21]=[CH:20][C:19]=1[NH:25][C:26]([NH:1][C:2]1[CH:7]=[CH:6][CH:5]=[C:4]([C:8]2[C:9]([CH3:16])([CH3:15])[CH2:10][C:11](=[O:14])[NH:12][N:13]=2)[CH:3]=1)=[O:27]. The catalyst class is: 1. (3) Reactant: [Br:1][C:2]1[C:3]([C:9]#[N:10])=[N:4][CH:5]=[C:6](F)[CH:7]=1.Cl.[NH2:12][C@H:13]([CH:17]([CH3:19])[CH3:18])[C:14]([NH2:16])=[O:15].CCN(C(C)C)C(C)C.O. Product: [Br:1][C:2]1[CH:7]=[C:6]([NH:12][C@H:13]([CH:17]([CH3:19])[CH3:18])[C:14]([NH2:16])=[O:15])[CH:5]=[N:4][C:3]=1[C:9]#[N:10]. The catalyst class is: 197. (4) Reactant: C[O:2][C:3](=[O:30])[CH2:4][O:5][C:6]1[CH:15]=[CH:14][C:13]([Cl:16])=[C:12]2[C:7]=1[C:8]([O:26][CH:27]([F:29])[F:28])=[C:9]([CH2:18][C:19]1[CH:24]=[CH:23][C:22]([Cl:25])=[CH:21][CH:20]=1)[C:10]([CH3:17])=[N:11]2.CO.[OH-].[Li+]. Product: [Cl:16][C:13]1[CH:14]=[CH:15][C:6]([O:5][CH2:4][C:3]([OH:30])=[O:2])=[C:7]2[C:12]=1[N:11]=[C:10]([CH3:17])[C:9]([CH2:18][C:19]1[CH:20]=[CH:21][C:22]([Cl:25])=[CH:23][CH:24]=1)=[C:8]2[O:26][CH:27]([F:29])[F:28]. The catalyst class is: 6. (5) The catalyst class is: 59. Product: [OH:25][C:26]1[CH:34]=[CH:33][C:29]([C:30]([OH:32])=[O:31])=[CH:28][C:27]=1[N+:35]([O-:37])=[O:36]. Reactant: C1C=CC(C(Cl)(C2C(Cl)=CC=CC=2)C2C=CC=CC=2)=CC=1.C([O:25][C:26]1[CH:34]=[CH:33][C:29]([C:30]([OH:32])=[O:31])=[CH:28][C:27]=1[N+:35]([O-:37])=[O:36])(=O)C.C(N(CC)CC)C. (6) Product: [OH:22][C:18]1[CH:17]=[C:16]([CH:21]=[CH:20][CH:19]=1)[O:15][CH2:14][C:13]([N:9]1[CH2:10][CH2:11][CH2:12][C@@H:8]1[C:6]([OH:7])=[O:5])=[O:23]. The catalyst class is: 269. Reactant: C([O:5][C:6]([C@H:8]1[CH2:12][CH2:11][CH2:10][N:9]1[C:13](=[O:23])[CH2:14][O:15][C:16]1[CH:21]=[CH:20][CH:19]=[C:18]([OH:22])[CH:17]=1)=[O:7])(C)(C)C.Cl. (7) Reactant: [CH:1]([C:4]1[CH:9]=[CH:8][C:7]([NH:10][C:11](=[O:43])[C:12]2[CH:17]=[CH:16][CH:15]=[C:14]([O:18][C:19]3[CH:24]=[CH:23][N:22]=[C:21]4[N:25](CC5C=CC(OC)=CC=5)[N:26]=[C:27]([NH:28][C@@H:29]5[CH2:33][CH2:32][NH:31][CH2:30]5)[C:20]=34)[CH:13]=2)=[CH:6][C:5]=1[CH3:44])([CH3:3])[CH3:2]. Product: [CH:1]([C:4]1[CH:9]=[CH:8][C:7]([NH:10][C:11](=[O:43])[C:12]2[CH:17]=[CH:16][CH:15]=[C:14]([O:18][C:19]3[CH:24]=[CH:23][N:22]=[C:21]4[NH:25][N:26]=[C:27]([NH:28][C@@H:29]5[CH2:33][CH2:32][NH:31][CH2:30]5)[C:20]=34)[CH:13]=2)=[CH:6][C:5]=1[CH3:44])([CH3:3])[CH3:2]. The catalyst class is: 67. (8) Reactant: [CH:1]1([C:4]#[C:5][C:6]2[CH:7]=[N:8][C:9]([N:12]3[CH2:17][CH2:16][N:15](C(OC(C)(C)C)=O)[CH2:14][CH2:13]3)=[N:10][CH:11]=2)[CH2:3][CH2:2]1.[ClH:25].O1CCOCC1. Product: [ClH:25].[CH:1]1([C:4]#[C:5][C:6]2[CH:7]=[N:8][C:9]([N:12]3[CH2:13][CH2:14][NH:15][CH2:16][CH2:17]3)=[N:10][CH:11]=2)[CH2:3][CH2:2]1. The catalyst class is: 12. (9) Reactant: [CH3:1][N:2]1[CH2:6][CH2:5][N:4]([CH3:7])[C:3]1=O.P(Cl)(Cl)([Cl:11])=O.[CH2:14]([N:16](CC)[CH2:17][CH3:18])[CH3:15].N1CCCC1. Product: [Cl-:11].[CH3:1][NH+:2]1[CH2:6][CH2:5][N:4]([CH3:7])[CH:3]1[N:16]1[CH2:17][CH2:18][CH2:15][CH2:14]1. The catalyst class is: 426.